Dataset: Catalyst prediction with 721,799 reactions and 888 catalyst types from USPTO. Task: Predict which catalyst facilitates the given reaction. (1) Reactant: [CH3:1][O:2][C:3]1[CH:4]=[C:5]([C:9]2[C:10]([N:27]3[CH2:32][CH2:31][N:30]([C:33]([O:35][C:36]([CH3:39])([CH3:38])[CH3:37])=[O:34])[CH2:29][CH2:28]3)=[C:11]3[CH:17]=[CH:16][N:15](S(C4C=CC=CC=4)(=O)=O)[C:12]3=[N:13][CH:14]=2)[CH:6]=[CH:7][CH:8]=1.CO.[Li+].[OH-].O. Product: [CH3:1][O:2][C:3]1[CH:4]=[C:5]([C:9]2[C:10]([N:27]3[CH2:28][CH2:29][N:30]([C:33]([O:35][C:36]([CH3:39])([CH3:38])[CH3:37])=[O:34])[CH2:31][CH2:32]3)=[C:11]3[CH:17]=[CH:16][NH:15][C:12]3=[N:13][CH:14]=2)[CH:6]=[CH:7][CH:8]=1. The catalyst class is: 1. (2) Reactant: [OH:1][C:2]1[CH:3]=[C:4]2[C:9](=[CH:10][C:11]=1[O:12][CH3:13])[C:8]([CH2:14][C:15]1[CH:20]=[CH:19][CH:18]=[C:17]([O:21][CH2:22][CH3:23])[CH:16]=1)=[N:7][CH:6]=[C:5]2[CH:24]=[O:25].C(=O)([O-])[O-].[K+].[K+].I[CH:33]([CH3:35])[CH3:34]. Product: [CH2:22]([O:21][C:17]1[CH:16]=[C:15]([CH:20]=[CH:19][CH:18]=1)[CH2:14][C:8]1[C:9]2[C:4](=[CH:3][C:2]([O:1][CH:33]([CH3:35])[CH3:34])=[C:11]([O:12][CH3:13])[CH:10]=2)[C:5]([CH:24]=[O:25])=[CH:6][N:7]=1)[CH3:23]. The catalyst class is: 9.